Dataset: Full USPTO retrosynthesis dataset with 1.9M reactions from patents (1976-2016). Task: Predict the reactants needed to synthesize the given product. (1) Given the product [CH:24]1([C:30]2[O:31][C:32]([CH3:48])=[C:33]([CH2:35][CH2:36][O:13][C:10]3[CH:9]=[CH:8][C:7]([CH2:6][C:5]([O:15][C:16]4[CH:17]=[CH:18][C:19]([F:22])=[CH:20][CH:21]=4)([CH3:14])[C:4]([OH:3])=[O:23])=[CH:12][CH:11]=3)[N:34]=2)[CH2:25][CH2:26][CH2:27][CH2:28][CH2:29]1, predict the reactants needed to synthesize it. The reactants are: C([O:3][C:4](=[O:23])[C:5]([O:15][C:16]1[CH:21]=[CH:20][C:19]([F:22])=[CH:18][CH:17]=1)([CH3:14])[CH2:6][C:7]1[CH:12]=[CH:11][C:10]([OH:13])=[CH:9][CH:8]=1)C.[C:24]1([C:30]2[O:31][C:32]([CH3:48])=[C:33]([CH2:35][CH2:36]OS(C3C=CC(C)=CC=3)(=O)=O)[N:34]=2)[CH:29]=[CH:28][CH:27]=[CH:26][CH:25]=1. (2) Given the product [CH3:1][C:2]1[C:7]2[N:8]=[C:9]([CH2:11][CH2:12][CH3:13])[NH:10][C:6]=2[CH:5]=[C:4]([C:14]2[N:19]([CH3:18])[C:20]3[CH:25]=[CH:24][CH:23]=[CH:22][C:21]=3[N:26]=2)[CH:3]=1, predict the reactants needed to synthesize it. The reactants are: [CH3:1][C:2]1[C:7]2[N:8]=[C:9]([CH2:11][CH2:12][CH3:13])[NH:10][C:6]=2[CH:5]=[C:4]([C:14](OC)=O)[CH:3]=1.[CH3:18][NH:19][C:20]1[C:21]([NH2:26])=[CH:22][CH:23]=[CH:24][CH:25]=1.N.